Dataset: Forward reaction prediction with 1.9M reactions from USPTO patents (1976-2016). Task: Predict the product of the given reaction. (1) Given the reactants C([Li])CCC.Br[C:7]1[CH:15]=[CH:14][CH:13]=[C:12]2[C:8]=1[CH2:9][CH2:10][CH:11]2[O:16][Si:17]([C:20]([CH3:23])([CH3:22])[CH3:21])([CH3:19])[CH3:18].[F:24][CH:25]([F:31])[C:26](OCC)=[O:27].[BH4-].[Na+], predict the reaction product. The product is: [C:20]([Si:17]([CH3:19])([CH3:18])[O:16][CH:11]1[C:12]2[C:8](=[C:7]([CH:26]([OH:27])[CH:25]([F:31])[F:24])[CH:15]=[CH:14][CH:13]=2)[CH2:9][CH2:10]1)([CH3:23])([CH3:22])[CH3:21]. (2) Given the reactants C[O:2][C:3]([C:5]1[CH:6]=[N:7][C:8]([NH:11][C:12]([C:14]2[CH:19]=[C:18]([O:20][C@@H:21]([CH3:25])[CH2:22][O:23][CH3:24])[CH:17]=[C:16]([O:26][C:27]3[CH:36]=[CH:35][C:30]4[O:31][CH2:32][CH2:33][O:34][C:29]=4[CH:28]=3)[CH:15]=2)=[O:13])=[CH:9][CH:10]=1)=[O:4].O.[OH-].[Li+], predict the reaction product. The product is: [O:31]1[C:30]2[CH:35]=[CH:36][C:27]([O:26][C:16]3[CH:15]=[C:14]([C:12]([NH:11][C:8]4[N:7]=[CH:6][C:5]([C:3]([OH:4])=[O:2])=[CH:10][CH:9]=4)=[O:13])[CH:19]=[C:18]([O:20][C@@H:21]([CH3:25])[CH2:22][O:23][CH3:24])[CH:17]=3)=[CH:28][C:29]=2[O:34][CH2:33][CH2:32]1. (3) Given the reactants [NH:1]1[CH2:5][CH2:4][CH2:3][CH2:2]1.N(CC(O)=O)C.P([O-])([O-])([O-])=O.[K+].[K+].[K+].[OH:20][C:21]1[C@H:30]2[C@H:25]([C@H:26]3[CH2:31][C@@H:29]2[CH2:28][CH2:27]3)[N:24]([CH2:32][CH2:33][CH:34]([CH3:36])[CH3:35])[C:23](=[O:37])[C:22]=1[C:38]1[NH:43][C:42]2[CH:44]=[CH:45][C:46](I)=[CH:47][C:41]=2[S:40](=[O:50])(=[O:49])[N:39]=1, predict the reaction product. The product is: [O:50]=[S:40]1(=[O:49])[C:41]2[CH:47]=[C:46]([N:1]3[CH2:5][CH2:4][CH2:3][CH2:2]3)[CH:45]=[CH:44][C:42]=2[NH:43][C:38]([C:22]2[C:23](=[O:37])[N:24]([CH2:32][CH2:33][CH:34]([CH3:35])[CH3:36])[C@@H:25]3[C@H:30]([C:21]=2[OH:20])[C@@H:29]2[CH2:31][C@H:26]3[CH2:27][CH2:28]2)=[N:39]1. (4) Given the reactants N[C:2]1[CH:3]=[CH:4][C:5]([Cl:8])=[N:6][CH:7]=1.N([O-])=O.[Na+].[S:13](=[O:15])=[O:14].[ClH:16], predict the reaction product. The product is: [Cl:8][C:5]1[N:6]=[CH:7][C:2]([S:13]([Cl:16])(=[O:15])=[O:14])=[CH:3][CH:4]=1. (5) The product is: [Si:1]([O:8][C:9]1[CH:10]=[CH:11][C:12]([C@@H:15]([N:17]([C:28]([O:29][C:30]2[CH:35]=[CH:34][C:33]([F:36])=[C:32]([CH3:37])[CH:31]=2)=[O:38])[CH2:18][C:19]([O:21][CH3:22])=[O:20])[CH3:16])=[CH:13][CH:14]=1)([C:4]([CH3:6])([CH3:7])[CH3:5])([CH3:3])[CH3:2]. Given the reactants [Si:1]([O:8][C:9]1[CH:14]=[CH:13][C:12]([C@@H:15]([NH:17][CH2:18][C:19]([O:21][CH3:22])=[O:20])[CH3:16])=[CH:11][CH:10]=1)([C:4]([CH3:7])([CH3:6])[CH3:5])([CH3:3])[CH3:2].C([O-])(O)=O.[Na+].[C:28](Cl)(=[O:38])[O:29][C:30]1[CH:35]=[CH:34][C:33]([F:36])=[C:32]([CH3:37])[CH:31]=1, predict the reaction product. (6) Given the reactants C(OC([N:8]1[CH2:13][CH2:12][CH2:11][CH2:10][CH:9]1[CH2:14][CH2:15][CH2:16][C:17]([O:19][CH3:20])=[O:18])=O)(C)(C)C.C([Cl:24])(=O)C, predict the reaction product. The product is: [ClH:24].[NH:8]1[CH2:13][CH2:12][CH2:11][CH2:10][CH:9]1[CH2:14][CH2:15][CH2:16][C:17]([O:19][CH3:20])=[O:18]. (7) Given the reactants [CH:1]1([CH2:4][N:5]2[C:9]3[CH:10]=[CH:11]C(C#N)=[CH:13][C:8]=3[N:7]=[C:6]2[CH2:16][C:17]2[CH:22]=[CH:21][C:20]([O:23][CH2:24][CH3:25])=[CH:19][CH:18]=2)[CH2:3][CH2:2]1.[CH3:26][CH2:27][OH:28].[OH-:29].[K+].Cl, predict the reaction product. The product is: [CH:1]1([CH2:4][N:5]2[C:9]3[CH:10]=[CH:11][C:26]([C:27]([OH:29])=[O:28])=[CH:13][C:8]=3[N:7]=[C:6]2[CH2:16][C:17]2[CH:22]=[CH:21][C:20]([O:23][CH2:24][CH3:25])=[CH:19][CH:18]=2)[CH2:3][CH2:2]1.